From a dataset of Forward reaction prediction with 1.9M reactions from USPTO patents (1976-2016). Predict the product of the given reaction. (1) Given the reactants [CH:1]1([NH:4][C:5]([C@@H:7]2[C@@H:9]([CH2:10][C:11]3[CH:16]=[CH:15][CH:14]=[CH:13][CH:12]=3)[O:8]2)=[O:6])[CH2:3][CH2:2]1.[C:17](#[N:21])[CH:18]([CH3:20])[CH3:19].C(=O)([O-])O.[Na+], predict the reaction product. The product is: [CH:1]1([NH:4][C:5]([C@H:7]2[O:8][C:17]([CH:18]([CH3:20])[CH3:19])=[N:21][C@H:9]2[CH2:10][C:11]2[CH:16]=[CH:15][CH:14]=[CH:13][CH:12]=2)=[O:6])[CH2:3][CH2:2]1. (2) The product is: [F:30][C:4]([F:3])([F:29])[C:5]1[CH:6]=[C:7]([CH:26]=[CH:27][CH:28]=1)[C:8]([N:10]=[C:11]1[N:15]([CH2:16][C:17]([OH:19])=[O:18])[C:14]2[CH2:22][CH2:23][CH2:24][CH2:25][C:13]=2[S:12]1)=[O:9]. Given the reactants [OH-].[Na+].[F:3][C:4]([F:30])([F:29])[C:5]1[CH:6]=[C:7]([CH:26]=[CH:27][CH:28]=1)[C:8]([N:10]=[C:11]1[N:15]([CH2:16][C:17]([O:19]CC)=[O:18])[C:14]2[CH2:22][CH2:23][CH2:24][CH2:25][C:13]=2[S:12]1)=[O:9].O1CCCC1, predict the reaction product. (3) Given the reactants [CH3:1][O:2][C:3]1[CH:4]=[C:5]([C:9]2([C:15]#[N:16])[CH2:14][CH2:13][NH:12][CH2:11][CH2:10]2)[CH:6]=[CH:7][CH:8]=1.[C:17]([O:21][C:22]([N:24]1[CH2:29][CH2:28][C:27](=O)[CH2:26][CH2:25]1)=[O:23])([CH3:20])([CH3:19])[CH3:18].C(O[BH-](OC(=O)C)OC(=O)C)(=O)C.[Na+].C(=O)([O-])O.[Na+], predict the reaction product. The product is: [C:15]([C:9]1([C:5]2[CH:6]=[CH:7][CH:8]=[C:3]([O:2][CH3:1])[CH:4]=2)[CH2:14][CH2:13][N:12]([CH:27]2[CH2:28][CH2:29][N:24]([C:22]([O:21][C:17]([CH3:20])([CH3:19])[CH3:18])=[O:23])[CH2:25][CH2:26]2)[CH2:11][CH2:10]1)#[N:16]. (4) Given the reactants [C:1]1([C:21]2[CH:26]=[CH:25][CH:24]=[CH:23][CH:22]=2)[CH:6]=[CH:5][C:4]([C:7]([N:9]2[CH2:13][C:12](=[N:14][O:15][CH3:16])[CH2:11][C@H:10]2[C:17](=[N:19][OH:20])[NH2:18])=[O:8])=[CH:3][CH:2]=1.[C:27](O)(=O)[CH:28]=[CH2:29], predict the reaction product. The product is: [CH3:16][O:15][N:14]=[C:12]1[CH2:11][C@@H:10]([C:17]2[N:18]=[C:29]([CH:28]=[CH2:27])[O:20][N:19]=2)[N:9]([C:7]([C:4]2[CH:3]=[CH:2][C:1]([C:21]3[CH:26]=[CH:25][CH:24]=[CH:23][CH:22]=3)=[CH:6][CH:5]=2)=[O:8])[CH2:13]1. (5) Given the reactants [F:1][C:2]1[CH:3]=[C:4](B(O)O)[CH:5]=[C:6]([F:9])[C:7]=1[F:8].[OH-].[Na+].[N+:15]([C:18]1[CH:23]=[CH:22][CH:21]=[CH:20][C:19]=1Cl)([O-:17])=[O:16], predict the reaction product. The product is: [F:1][C:2]1[CH:3]=[C:4]([C:19]2[CH:20]=[CH:21][CH:22]=[CH:23][C:18]=2[N+:15]([O-:17])=[O:16])[CH:5]=[C:6]([F:9])[C:7]=1[F:8].